From a dataset of Full USPTO retrosynthesis dataset with 1.9M reactions from patents (1976-2016). Predict the reactants needed to synthesize the given product. (1) Given the product [CH2:1]([O:3][C:4]1[CH:5]=[C:6]([CH:12]([N:18]2[C:26](=[O:27])[C:25]3[C:20](=[CH:21][CH:22]=[CH:23][C:24]=3[NH:28][C:32](=[O:33])[C:31]([F:42])([F:41])[F:30])[C:19]2=[O:29])[CH2:13][S:14]([CH3:17])(=[O:16])=[O:15])[CH:7]=[CH:8][C:9]=1[O:10][CH3:11])[CH3:2], predict the reactants needed to synthesize it. The reactants are: [CH2:1]([O:3][C:4]1[CH:5]=[C:6]([CH:12]([N:18]2[C:26](=[O:27])[C:25]3[C:20](=[CH:21][CH:22]=[CH:23][C:24]=3[NH2:28])[C:19]2=[O:29])[CH2:13][S:14]([CH3:17])(=[O:16])=[O:15])[CH:7]=[CH:8][C:9]=1[O:10][CH3:11])[CH3:2].[F:30][C:31]([F:42])([F:41])[C:32](O[C:32](=[O:33])[C:31]([F:42])([F:41])[F:30])=[O:33].CCCCCC. (2) The reactants are: [CH3:1][O:2][C:3]1[CH:4]=[C:5]([NH:11][S:12]([C:15]2[CH:20]=[CH:19][C:18](I)=[CH:17][CH:16]=2)(=[O:14])=[O:13])[CH:6]=[CH:7][C:8]=1[O:9][CH3:10].[O:22]=[C:23]([NH:32][CH2:33][C:34]#[CH:35])[CH2:24][S:25][CH2:26][CH2:27][C:28]([O:30][CH3:31])=[O:29].C(N(CC)CC)C. Given the product [CH3:1][O:2][C:3]1[CH:4]=[C:5]([NH:11][S:12]([C:15]2[CH:20]=[CH:19][C:18]([C:35]#[C:34][CH2:33][NH:32][C:23](=[O:22])[CH2:24][S:25][CH2:26][CH2:27][C:28]([O:30][CH3:31])=[O:29])=[CH:17][CH:16]=2)(=[O:14])=[O:13])[CH:6]=[CH:7][C:8]=1[O:9][CH3:10], predict the reactants needed to synthesize it. (3) Given the product [Br:36][C:37]1[CH:42]=[CH:41][C:40]([C:15]2[CH:14]=[CH:13][C:12]3=[C:22]4[C:16]=2[CH:17]=[CH:18][CH:19]=[C:20]4[C:21]2[C:7]([C:1]4[CH:2]=[CH:3][CH:4]=[CH:5][CH:6]=4)=[C:8]4[CH:35]=[CH:34][CH:33]=[CH:32][C:9]4=[C:10]([C:26]4[CH:31]=[CH:30][CH:29]=[CH:28][CH:27]=4)[C:11]=23)=[CH:39][CH:38]=1, predict the reactants needed to synthesize it. The reactants are: [C:1]1([C:7]2[C:21]3[C:20]4[C:22]5[C:16]([CH:17]=[CH:18][CH:19]=4)=[C:15](B(O)O)[CH:14]=[CH:13][C:12]=5[C:11]=3[C:10]([C:26]3[CH:31]=[CH:30][CH:29]=[CH:28][CH:27]=3)=[C:9]3[CH:32]=[CH:33][CH:34]=[CH:35][C:8]=23)[CH:6]=[CH:5][CH:4]=[CH:3][CH:2]=1.[Br:36][C:37]1[CH:42]=[CH:41][C:40](I)=[CH:39][CH:38]=1.C(=O)([O-])[O-].[Na+].[Na+]. (4) Given the product [C:11]([CH:13]([CH3:35])[CH2:14][CH2:15][N:16]1[C:20]2[CH:21]=[CH:22][CH:23]=[C:24]([CH3:25])[C:19]=2[N:18]=[C:17]1[CH2:26][O:27][C:28]1[CH:29]=[CH:30][C:31]([Cl:34])=[CH:32][CH:33]=1)([OH:12])=[O:10], predict the reactants needed to synthesize it. The reactants are: O1CCCC1.CO.C([O:10][C:11]([CH:13]([CH3:35])[CH2:14][CH2:15][N:16]1[C:20]2[CH:21]=[CH:22][CH:23]=[C:24]([CH3:25])[C:19]=2[N:18]=[C:17]1[CH2:26][O:27][C:28]1[CH:33]=[CH:32][C:31]([Cl:34])=[CH:30][CH:29]=1)=[O:12])C.[OH-].[Li+]. (5) Given the product [CH2:10]([N:24]1[C:17]2[C:18](=[N:19][C:20]([I:21])=[C:15]([Cl:14])[CH:16]=2)[N:22]=[C:23]1[S:25]([CH3:28])(=[O:27])=[O:26])[CH:11]=[CH2:12], predict the reactants needed to synthesize it. The reactants are: C(N(CC)C(C)C)(C)C.[CH2:10](Br)[CH:11]=[CH2:12].[Cl:14][C:15]1[CH:16]=[C:17]2[NH:24][C:23]([S:25]([CH3:28])(=[O:27])=[O:26])=[N:22][C:18]2=[N:19][C:20]=1[I:21]. (6) Given the product [C:14]([O:13][C:12]([NH:1][C:2]1[S:3][CH:4]=[C:5]([C:7]([O:9][CH2:10][CH3:11])=[O:8])[N:6]=1)=[O:18])([CH3:17])([CH3:16])[CH3:15], predict the reactants needed to synthesize it. The reactants are: [NH2:1][C:2]1[S:3][CH:4]=[C:5]([C:7]([O:9][CH2:10][CH3:11])=[O:8])[N:6]=1.[C:12](=O)([O:18]C(C)(C)C)[O:13][C:14]([CH3:17])([CH3:16])[CH3:15].CCCCC.